This data is from Full USPTO retrosynthesis dataset with 1.9M reactions from patents (1976-2016). The task is: Predict the reactants needed to synthesize the given product. Given the product [F:1][C:2]([F:6])([F:5])[CH2:3][O:4][C:12]1[N:13]([C:24]2[CH:25]=[CH:26][C:27]([O:30][CH2:31][C:32]([F:35])([F:34])[F:33])=[CH:28][CH:29]=2)[C:14](=[O:23])[C:15]2[CH2:21][CH2:20][C:19](=[O:22])[NH:18][C:16]=2[N:17]=1, predict the reactants needed to synthesize it. The reactants are: [F:1][C:2]([F:6])([F:5])[CH2:3][OH:4].[H-].[Na+].CS([C:12]1[N:13]([C:24]2[CH:29]=[CH:28][C:27]([O:30][CH2:31][C:32]([F:35])([F:34])[F:33])=[CH:26][CH:25]=2)[C:14](=[O:23])[C:15]2[CH2:21][CH2:20][C:19](=[O:22])[NH:18][C:16]=2[N:17]=1)=O.O.